From a dataset of Full USPTO retrosynthesis dataset with 1.9M reactions from patents (1976-2016). Predict the reactants needed to synthesize the given product. (1) Given the product [Cl:5][C:6]1[S:10][C:9]([C:11]([NH:13][C:14]2[CH:22]=[CH:21][CH:20]=[C:19]3[C:15]=2[CH2:16][N:17]([CH2:24][C:25]2[CH:30]=[CH:29][CH:28]=[C:27]([NH:32][CH2:33][CH2:34][OH:35])[CH:26]=2)[C:18]3=[O:23])=[O:12])=[CH:8][CH:7]=1, predict the reactants needed to synthesize it. The reactants are: C(O)CO.[Cl:5][C:6]1[S:10][C:9]([C:11]([NH:13][C:14]2[CH:22]=[CH:21][CH:20]=[C:19]3[C:15]=2[CH2:16][N:17]([CH2:24][C:25]2[CH:30]=[CH:29][CH:28]=[C:27](I)[CH:26]=2)[C:18]3=[O:23])=[O:12])=[CH:8][CH:7]=1.[NH2:32][CH2:33][CH2:34][OH:35].P([O-])([O-])([O-])=O.[K+].[K+].[K+]. (2) The reactants are: [N:1]1([NH:7][C:8]2[C:17]3[C:12](=[CH:13][CH:14]=[CH:15][CH:16]=3)[N:11]=[CH:10][C:9]=2[N+:18]([O-])=O)[CH2:6][CH2:5][O:4][CH2:3][CH2:2]1. Given the product [N:1]1([NH:7][C:8]2[C:17]3[C:12](=[CH:13][CH:14]=[CH:15][CH:16]=3)[N:11]=[CH:10][C:9]=2[NH2:18])[CH2:2][CH2:3][O:4][CH2:5][CH2:6]1, predict the reactants needed to synthesize it.